The task is: Predict the product of the given reaction.. This data is from Forward reaction prediction with 1.9M reactions from USPTO patents (1976-2016). (1) Given the reactants Cl.Cl.[O:3]1[C:8]2=[CH:9][CH:10]=[CH:11][C:7]2=[CH:6][C:5]([CH:12]2[CH2:17][CH2:16][CH2:15][CH2:14][N:13]2[CH2:18][CH2:19][C@H:20]2[CH2:25][CH2:24][C@H:23]([NH2:26])[CH2:22][CH2:21]2)=[CH:4]1.[CH3:27][C:28]1[CH:32]=[C:31]([CH2:33][C:34](O)=[O:35])[O:30][N:29]=1, predict the reaction product. The product is: [O:3]1[C:8]2=[CH:9][CH:10]=[CH:11][C:7]2=[CH:6][C:5]([CH:12]2[CH2:17][CH2:16][CH2:15][CH2:14][N:13]2[CH2:18][CH2:19][C@H:20]2[CH2:21][CH2:22][C@H:23]([NH:26][C:34](=[O:35])[CH2:33][C:31]3[O:30][N:29]=[C:28]([CH3:27])[CH:32]=3)[CH2:24][CH2:25]2)=[CH:4]1. (2) The product is: [C:17]([O:21][C:22](=[O:42])[NH:23][C:24]1[CH:29]=[CH:28][C:27]([C:2]2[CH:3]=[N:4][C:5]([O:8][C@@H:9]3[CH:14]4[CH2:15][CH2:16][N:11]([CH2:12][CH2:13]4)[CH2:10]3)=[N:6][CH:7]=2)=[CH:26][C:25]=1[N+:39]([O-:41])=[O:40])([CH3:20])([CH3:18])[CH3:19]. Given the reactants Br[C:2]1[CH:3]=[N:4][C:5]([O:8][C@@H:9]2[CH:14]3[CH2:15][CH2:16][N:11]([CH2:12][CH2:13]3)[CH2:10]2)=[N:6][CH:7]=1.[C:17]([O:21][C:22](=[O:42])[NH:23][C:24]1[CH:29]=[CH:28][C:27](B2OC(C)(C)C(C)(C)O2)=[CH:26][C:25]=1[N+:39]([O-:41])=[O:40])([CH3:20])([CH3:19])[CH3:18].[F-].[Cs+], predict the reaction product.